This data is from Forward reaction prediction with 1.9M reactions from USPTO patents (1976-2016). The task is: Predict the product of the given reaction. (1) The product is: [ClH:1].[CH3:32][N:31]([CH2:30][C:29]1[N:28]([CH3:27])[C:34]2[C:40]([CH:41]=1)=[CH:39][CH:36]=[CH:35][CH:33]=2)[C:22](=[O:24])/[CH:21]=[CH:20]/[C:17]1[CH:18]=[N:19][C:13]2[NH:12][C:11](=[O:25])[N:10]([CH2:9][CH2:8][N:2]3[CH2:7][CH2:6][O:5][CH2:4][CH2:3]3)[CH2:15][C:14]=2[CH:16]=1. Given the reactants [ClH:1].[N:2]1([CH2:8][CH2:9][N:10]2[CH2:15][C:14]3[CH:16]=[C:17](/[CH:20]=[CH:21]/[C:22]([OH:24])=O)[CH:18]=[N:19][C:13]=3[NH:12][C:11]2=[O:25])[CH2:7][CH2:6][O:5][CH2:4][CH2:3]1.Cl.[CH3:27][N:28]1[CH2:34][C:33]2[CH:35]=[C:36](/[CH:39]=[CH:40]/[C:41](O)=O)C=N[C:32]=2[NH:31][C:30](=O)[CH2:29]1.CNCC1N(C)C2C(C=1)=CC=CC=2.CNCC1C=CC2C(=CC=CC=2)C=1CCC, predict the reaction product. (2) Given the reactants [CH2:1]=[CH:2][CH2:3][CH2:4][CH2:5][CH2:6][CH2:7][CH3:8].CCCCN1C=[N+](C)C=C1.[CH:19]1[CH:24]=[CH:23][CH:22]=[CH:21][CH:20]=1, predict the reaction product. The product is: [CH2:1]([C:19]1[CH:24]=[CH:23][CH:22]=[CH:21][CH:20]=1)[CH2:2][CH2:3][CH2:4][CH2:5][CH2:6][CH2:7][CH3:8]. (3) Given the reactants [CH3:1][CH:2]1[CH2:7][CH2:6][N:5]([CH:8]2[CH2:13][CH2:12][NH:11][CH2:10][CH2:9]2)[CH2:4][CH2:3]1.[F:14][CH:15]([F:27])[O:16][C:17]1[CH:22]=[CH:21][C:20]([S:23](Cl)(=[O:25])=[O:24])=[CH:19][CH:18]=1, predict the reaction product. The product is: [F:27][CH:15]([F:14])[O:16][C:17]1[CH:18]=[CH:19][C:20]([S:23]([N:11]2[CH2:12][CH2:13][CH:8]([N:5]3[CH2:6][CH2:7][CH:2]([CH3:1])[CH2:3][CH2:4]3)[CH2:9][CH2:10]2)(=[O:25])=[O:24])=[CH:21][CH:22]=1. (4) Given the reactants ClC(Cl)(O[C:5](=[O:11])OC(Cl)(Cl)Cl)Cl.[Br:13][C:14]1[N:19]=[C:18]([NH2:20])[CH:17]=[CH:16][CH:15]=1.C(N(CC)CC)C.[F:28][C:29]([F:49])([F:48])[C:30]1[CH:31]=[C:32]([C:36]2[CH:37]=[CH:38][C:39]3[N:45]4[CH2:46][C@H:42]([CH2:43][CH2:44]4)[NH:41][C:40]=3[N:47]=2)[CH:33]=[CH:34][CH:35]=1, predict the reaction product. The product is: [Br:13][C:14]1[N:19]=[C:18]([NH:20][C:5]([N:41]2[C@@H:42]3[CH2:46][N:45]([CH2:44][CH2:43]3)[C:39]3[CH:38]=[CH:37][C:36]([C:32]4[CH:33]=[CH:34][CH:35]=[C:30]([C:29]([F:28])([F:48])[F:49])[CH:31]=4)=[N:47][C:40]2=3)=[O:11])[CH:17]=[CH:16][CH:15]=1. (5) Given the reactants Br[C:2]1[CH:7]=[CH:6][C:5]([Cl:8])=[C:4]([S:9]([CH2:12][C:13]2[CH:18]=[CH:17][CH:16]=[C:15]([Cl:19])[CH:14]=2)(=[O:11])=[O:10])[CH:3]=1.[C:20]([O:24][C:25]([N:27]1[C:35]2[C:30](=[CH:31][CH:32]=[CH:33][CH:34]=2)[CH:29]=[C:28]1B(O)O)=[O:26])([CH3:23])([CH3:22])[CH3:21].[F-].[Cs+].O, predict the reaction product. The product is: [C:20]([O:24][C:25]([N:27]1[C:35]2[C:30](=[CH:31][CH:32]=[CH:33][CH:34]=2)[CH:29]=[C:28]1[C:2]1[CH:7]=[CH:6][C:5]([Cl:8])=[C:4]([S:9]([CH2:12][C:13]2[CH:18]=[CH:17][CH:16]=[C:15]([Cl:19])[CH:14]=2)(=[O:11])=[O:10])[CH:3]=1)=[O:26])([CH3:23])([CH3:21])[CH3:22].